Binary Classification. Given a miRNA mature sequence and a target amino acid sequence, predict their likelihood of interaction. From a dataset of Experimentally validated miRNA-target interactions with 360,000+ pairs, plus equal number of negative samples. (1) The miRNA is bta-miR-205 with sequence UCCUUCAUUCCACCGGAGUCUG. The protein sequence of the target gene is MGPPGSPWQWVTLLLGLLLPPAAPFWLLNVLFPPHTTPKAELSNHTRPVILVPGCLGNQLEAKLDKPDVVNWMCYRKTEDFFTIWLDLNMFLPLGVDCWIDNTRVVYNRSSGLVSNAPGVQIRVPGFGKTYSVEYLDSSKLAGYLHTLVQNLVNNGYVRDETVRAAPYDWRLEPGQQEEYYRKLAGLVEEMHAAYGKPVFLIGHSLGCLHLLYFLLRQPQAWKDRFIDGFISLGAPWGGSIKPMLVLASGDNQGIPIMSSIKLKEEQRITTTSPWMFPSRMAWPEDHVFISTPSFNYTGR.... Result: 0 (no interaction). (2) Result: 1 (interaction). The miRNA is hsa-miR-16-5p with sequence UAGCAGCACGUAAAUAUUGGCG. The protein sequence of the target gene is MGKSDFLTPKAIANRIKSKGLQKLRWYCQMCQKQCRDENGFKCHCMSESHQRQLLLASENPQQFMDYFSEEFRNDFLELLRRRFGTKRVHNNIVYNEYISHREHIHMNATQWETLTDFTKWLGREGLCKVDETPKGWYIQYIDRDPETIRRQLELEKKKKQDLDDEEKTAKFIEEQVRRGLEGKEQEVPTFTELSRENDEEKVTFNLSKGACSSSGATSSKSSTLGPSALKTIGSSASVKRKESSQSSTQSKEKKKKKSALDEIMEIEEEKKRTARTDYWLQPEIIVKIITKKLGEKYHK.... (3) The miRNA is hsa-miR-6756-5p with sequence AGGGUGGGGCUGGAGGUGGGGCU. The protein sequence of the target gene is MAGAGSAAVSGAGTPVAGPTGRDLFAEGLLEFLRPAVQQLDSHVHAVRESQVELREQIDNLATELCRINEDQKVALDLDPYVKKLLNARRRVVLVNNILQNAQERLRRLNHSVAKETARRRAMLDSGIYPPGSPGK. Result: 1 (interaction). (4) The miRNA is hsa-miR-1206 with sequence UGUUCAUGUAGAUGUUUAAGC. The protein sequence of the target gene is MSQPPIGGAAPATAAASPAAAATEARLHPEGSSRKQQRAQSPARPRDSSLRQTIAATRSPVGAGTKLNSVRQQQLQQQQQQGNKTGSRTGPPASIRGGGGGAEKATPLAPKGAAPGAVQPVAGAEAAPAATLAALGGRRPGPPEEPPRELESVPSKLGEPPPLGEGGGGGGEGGGAGGGSGEREGGAPQPPPPRGWRGKGVRAQQRGGSGGEGASPSPSSSSAGKTPGTGSRNSGSGVAGGGSGGGGSYWKEGCLQSELIQFHLKKERAAAAAAAAQMHAKNGGGSSSRSSPVSGPPAVC.... Result: 1 (interaction). (5) The miRNA is hsa-miR-187-3p with sequence UCGUGUCUUGUGUUGCAGCCGG. The protein sequence of the target gene is MSHQERIASQRRTTAEVPMHRSTANQSKRSRSPFASTRRRWDDSESSGASLAVESEDYSRYPPREYRASGSRRGLAYGHIDTVVARDSEEEGAGPVDRLPVRGKAGKFKDDPEKGARSSRFTSVNHDAKEECGKVESPPAARCSARRAELSKQNGSSASQISSAEGRAAAKGNNSLERERQNLPARPSRAPVSICGGGENTPKSAEEPVVRPKVRNVATPNCMKPKVFFDTDDDDDVPHSTSRWRDAADAEEAHAEGLARRGRGEAASSSEPRYAEDQDARSEQAKADKVPRRRRTMADP.... Result: 0 (no interaction). (6) The miRNA is hsa-miR-1292-3p with sequence UCGCGCCCCGGCUCCCGUUC. The protein sequence of the target gene is MPFQKHVYYPLANSPEGPDASAIGAAPMAFVPPSAASGPLPFFQFRPRLESVDWRRLSAIDVDKVAGAVDVLTLQENIMNITFCKLEDEKCPHCQSGVDPVLLKLIRLAQLTIEYLMHSQEFLTSQLNLVEERLRLSLLDYEQSKQLLTKQAGEIKLLKEECKRRKKMLSTQQLMIEAKASYYQCHFCDKAFMNQAFLQSHIQRRHTEDSHLEYNTKAQTDRLQKEIDMLKEQLQLTRSQLESAQHSHAVRFSKDYEMQKSKEEDFLKLFDRWKEEEKEKLLEEMEKVKGMFMREFKELT.... Result: 0 (no interaction). (7) The miRNA is hsa-miR-548aj-5p with sequence UGCAAAAGUAAUUGCAGUUUUUG. The protein sequence of the target gene is MSFIMKLHRHFQRTVILLATFCMVSIIISAYYLYSGYKQENELSETASEVDCGDLQHLPYQLMEVKAMKLFDASRTDPTVLVFVESQYSSLGQDIIMILESSRFQYHIEIAPGKGDLPVLIDKMKGKYILIIYENILKYINMDSWNRSLLDKYCVEYGVGVIGFHKTSEKSVQSFQLKGFPFSIYGNLAVKDCCINPHSPLIRVTKSSKLEKGSLPGTDWTVFQINHSAYQPVIFAKVKTPENLSPSISKGAFYATIIHDLGLHDGIQRVLFGNNLNFWLHKLIFIDAISFLSGKRLTLS.... Result: 0 (no interaction). (8) The miRNA is mmu-miR-291b-5p with sequence GAUCAAAGUGGAGGCCCUCUCC. The protein sequence of the target gene is MGSPVHRVSLGDTWSRQMHPDIESERYMQSFDVERLTNILDGGAQNTALRRKVESIIHSYPEFSCKDNYFMTQNERYKAAMRRAFHIRLIARRLGWLEDGRELGYAYRALSGDVALNIHRVFVRALRSLGSEEQIAKWDPLCKNIQIIATYAQTELGHGTYLQGLETEATYDAATQEFVIHSPTLTATKWWPGDLGRSATHALVQAQLICSGARRGMHAFIVPIRSLQDHTPLPGIIIGDIGPKMDFDQTDNGFLQLNHVRVPRENMLSRFAQVLPDGTYVKLGTAQSNYLPMVVVRVEL.... Result: 0 (no interaction).